Dataset: Reaction yield outcomes from USPTO patents with 853,638 reactions. Task: Predict the reaction yield, written as a fraction of the theoretical maximum amount of product (1.0 means a 100% yield; for example, 0.34 means a 34% yield). (1) The reactants are [Cl:1][C:2]1[C:3]2[N:4]([C:8]([C:18](=O)[C:19]#[CH:20])=[C:9]([C:11]3[CH:16]=[CH:15][C:14]([F:17])=[CH:13][CH:12]=3)[N:10]=2)[CH:5]=[CH:6][CH:7]=1.Cl.[CH:23]1([NH:28][C:29]([NH2:31])=[NH:30])[CH2:27][CH2:26][CH2:25][CH2:24]1.C(=O)([O-])[O-].[K+].[K+]. The catalyst is C(O)C. The product is [Cl:1][C:2]1[C:3]2[N:4]([C:8]([C:18]3[CH:19]=[CH:20][N:31]=[C:29]([NH:28][CH:23]4[CH2:27][CH2:26][CH2:25][CH2:24]4)[N:30]=3)=[C:9]([C:11]3[CH:16]=[CH:15][C:14]([F:17])=[CH:13][CH:12]=3)[N:10]=2)[CH:5]=[CH:6][CH:7]=1. The yield is 0.590. (2) The reactants are [O:1]1[CH:6]=[CH:5][CH2:4][CH2:3][CH:2]1[CH2:7][OH:8].[C:9](OC(=O)C)(=[O:11])[CH3:10].N1C=CC=CC=1. The catalyst is C(OCC)(=O)C. The product is [C:9]([O:8][CH2:7][CH:2]1[CH2:3][CH2:4][CH:5]=[CH:6][O:1]1)(=[O:11])[CH3:10]. The yield is 0.860. (3) The reactants are C([NH:5][S:6]([C:9]1[CH:14]=[CH:13][CH:12]=[C:11]([C:15]2[N:20]=[C:19]([NH:21][C:22]3[NH:26][N:25]=[C:24]([CH:27]4[CH2:29][CH2:28]4)[CH:23]=3)[C:18]([OH:30])=[CH:17][N:16]=2)[CH:10]=1)(=[O:8])=[O:7])(C)(C)C.B(Cl)(Cl)Cl. The catalyst is C(Cl)Cl. The product is [CH:27]1([C:24]2[CH:23]=[C:22]([NH:21][C:19]3[C:18]([OH:30])=[CH:17][N:16]=[C:15]([C:11]4[CH:10]=[C:9]([S:6]([NH2:5])(=[O:7])=[O:8])[CH:14]=[CH:13][CH:12]=4)[N:20]=3)[NH:26][N:25]=2)[CH2:29][CH2:28]1. The yield is 0.920. (4) The reactants are C1CCC(N=C=NC2CCCCC2)CC1.[O:16]1[CH2:21][CH2:20][CH2:19][CH:18]([C:22]([OH:24])=[O:23])[CH2:17]1.O[N:26]1[C:30](=[O:31])[CH2:29][CH2:28][C:27]1=[O:32]. The catalyst is C1COCC1. The product is [O:16]1[CH2:21][CH2:20][CH2:19][CH:18]([C:22]([O:24][N:26]2[C:30](=[O:31])[CH2:29][CH2:28][C:27]2=[O:32])=[O:23])[CH2:17]1. The yield is 0.830. (5) The reactants are Br[C:2]1[C:3](=[O:15])[C:4]([CH3:14])([CH3:13])[O:5][C:6]=1[C:7]1[CH:12]=[CH:11][N:10]=[CH:9][CH:8]=1.CC1(C)C(C)(C)OB([C:24]2[CH:41]=[CH:40][C:27]([O:28][CH2:29][C:30]3[CH:39]=[CH:38][C:37]4[C:32](=[CH:33][CH:34]=[CH:35][CH:36]=4)[N:31]=3)=[CH:26][CH:25]=2)O1.C([O-])([O-])=O.[Cs+].[Cs+]. The catalyst is C1C=CC(P(C2C=CC=CC=2)[C-]2C=CC=C2)=CC=1.C1C=CC(P(C2C=CC=CC=2)[C-]2C=CC=C2)=CC=1.Cl[Pd]Cl.[Fe+2].C1(C)C=CC=CC=1.O. The product is [CH3:13][C:4]1([CH3:14])[C:3](=[O:15])[C:2]([C:24]2[CH:25]=[CH:26][C:27]([O:28][CH2:29][C:30]3[CH:39]=[CH:38][C:37]4[C:32](=[CH:33][CH:34]=[CH:35][CH:36]=4)[N:31]=3)=[CH:40][CH:41]=2)=[C:6]([C:7]2[CH:12]=[CH:11][N:10]=[CH:9][CH:8]=2)[O:5]1. The yield is 0.740.